From a dataset of Full USPTO retrosynthesis dataset with 1.9M reactions from patents (1976-2016). Predict the reactants needed to synthesize the given product. (1) Given the product [NH2:9][C@H:8]1[CH2:7][CH2:6][S:5][C@H:4]2[CH2:20][CH2:21][CH2:22][C@@H:23]([C:35]([F:38])([F:37])[F:36])[N:3]2[C:2]1=[O:1], predict the reactants needed to synthesize it. The reactants are: [O:1]=[C:2]1[C@@H:8]([NH:9]C(=O)OCC2C=CC=CC=2)[CH2:7][CH2:6][S:5][C@H:4]2[CH2:20][CH2:21][C@@H:22](C(F)(F)F)[CH2:23][N:3]12.NC([C:35]([F:38])([F:37])[F:36])CCCCO.N[C@H]1CCS[C@H]2CC[C@@H](C(F)(F)F)CN2C1=O. (2) Given the product [CH2:21]([O:20][C:16]([C:17]1[O:18][C:2]2=[N:3][CH:4]=[CH:5][CH:6]=[C:7]2[C:8]=1[NH2:9])=[O:19])[CH3:22], predict the reactants needed to synthesize it. The reactants are: Cl[C:2]1[C:7]([C:8]#[N:9])=[CH:6][CH:5]=[CH:4][N:3]=1.C([O-])([O-])=O.[Cs+].[Cs+].[C:16]([O:20][CH2:21][CH3:22])(=[O:19])[CH2:17][OH:18].CN1C(=O)CCC1. (3) Given the product [NH:1]1[C:5](=[O:6])[CH2:4][CH2:3][C@H:2]1[C:7]([O:9][CH3:10])=[O:8], predict the reactants needed to synthesize it. The reactants are: [NH:1]1[C:5](=[O:6])[CH2:4][CH2:3][CH:2]1[C:7]([OH:9])=[O:8].[CH3:10]O. (4) Given the product [CH3:22][O:23][C:9]1[CH:10]=[CH:3][C:4]2[O:11][C:12]([C:13]3[CH:14]=[CH:15][C:16]([N+:19]([O-:21])=[O:20])=[CH:17][CH:18]=3)=[CH:6][C:5]=2[CH:8]=1, predict the reactants needed to synthesize it. The reactants are: CO[C:3]1[C:4]([O:11][CH2:12][C:13]2[CH:18]=[CH:17][C:16]([N+:19]([O-:21])=[O:20])=[CH:15][CH:14]=2)=[C:5]([CH:8]=[CH:9][CH:10]=1)[CH:6]=O.[CH3:22][O:23]C1C=CC2OC(C3C=CC(F)=CC=3)=CC=2C=1. (5) Given the product [C:15]([O:19][C:20]([N:4]1[CH2:5][CH2:6][CH2:7][CH:2]([OH:1])[CH2:3]1)=[O:21])([CH3:18])([CH3:17])[CH3:16], predict the reactants needed to synthesize it. The reactants are: [OH:1][CH:2]1[CH2:7][CH2:6][CH2:5][NH:4][CH2:3]1.CCN(CC)CC.[C:15]([O:19][C:20](=O)[O:21]C(C)(C)C)([CH3:18])([CH3:17])[CH3:16]. (6) Given the product [ClH:1].[Cl:1][C:2]1[CH:3]=[C:4]([CH:14]=[CH:15][C:16]=1[CH2:17][CH2:18][NH:19][C@@H:20]([CH3:30])[C@H:21]([OH:29])[C:22]1[CH:27]=[CH:26][C:25]([OH:28])=[CH:24][CH:23]=1)[O:5][C:6]([CH3:13])([CH3:12])[C:7]([O:9][CH2:10][CH3:11])=[O:8], predict the reactants needed to synthesize it. The reactants are: [Cl:1][C:2]1[CH:3]=[C:4]([CH:14]=[CH:15][C:16]=1[CH2:17][CH2:18][NH:19][C@@H:20]([CH3:30])[C@H:21]([OH:29])[C:22]1[CH:27]=[CH:26][C:25]([OH:28])=[CH:24][CH:23]=1)[O:5][C:6]([CH3:13])([CH3:12])[C:7]([O:9][CH2:10][CH3:11])=[O:8].Cl.